From a dataset of Full USPTO retrosynthesis dataset with 1.9M reactions from patents (1976-2016). Predict the reactants needed to synthesize the given product. (1) Given the product [C:13]([O:16][C:17]([N:8]1[CH2:7][CH2:6][C:5]2[C:10](=[CH:11][C:2]([Br:1])=[CH:3][CH:4]=2)[CH2:9]1)=[O:18])([CH3:15])([CH3:14])[CH3:12], predict the reactants needed to synthesize it. The reactants are: [Br:1][C:2]1[CH:11]=[C:10]2[C:5]([CH2:6][CH2:7][NH:8][CH2:9]2)=[CH:4][CH:3]=1.[CH3:12][C:13]([O:16][C:17](O[C:17]([O:16][C:13]([CH3:15])([CH3:14])[CH3:12])=[O:18])=[O:18])([CH3:15])[CH3:14]. (2) Given the product [CH2:25]([N:15]([CH2:12][CH:13]=[CH2:14])[CH2:16][CH2:17][CH2:18][CH2:19][CH2:20][CH2:21][CH2:22][CH2:23][O:24][S:7]([C:4]1[CH:5]=[CH:6][C:1]([CH3:11])=[CH:2][CH:3]=1)(=[O:9])=[O:8])[CH:26]=[CH2:27], predict the reactants needed to synthesize it. The reactants are: [C:1]1([CH3:11])[CH:6]=[CH:5][C:4]([S:7](Cl)(=[O:9])=[O:8])=[CH:3][CH:2]=1.[CH2:12]([N:15]([CH2:25][CH:26]=[CH2:27])[CH2:16][CH2:17][CH2:18][CH2:19][CH2:20][CH2:21][CH2:22][CH2:23][OH:24])[CH:13]=[CH2:14].N1C=CC=CC=1.O. (3) Given the product [Cl:1][C:2]1[C:3]([O:9][C:10]2[CH:15]=[CH:14][C:13]([O:16][C:19](=[O:20])[N:18]([CH3:17])[C:22]3[CH:27]=[CH:26][CH:25]=[CH:24][CH:23]=3)=[CH:12][CH:11]=2)=[N:4][CH:5]=[C:6]([Cl:8])[CH:7]=1, predict the reactants needed to synthesize it. The reactants are: [Cl:1][C:2]1[C:3]([O:9][C:10]2[CH:15]=[CH:14][C:13]([OH:16])=[CH:12][CH:11]=2)=[N:4][CH:5]=[C:6]([Cl:8])[CH:7]=1.[CH3:17][N:18]([C:22]1[CH:27]=[CH:26][CH:25]=[CH:24][CH:23]=1)[C:19](Cl)=[O:20]. (4) Given the product [CH2:1]([S:8]([N:11]1[CH:15]=[CH:14][C:13]([NH:16][C:29]([C:25]2[O:24][CH:28]=[CH:27][CH:26]=2)=[O:30])=[CH:12]1)(=[O:10])=[O:9])[C:2]1[CH:7]=[CH:6][CH:5]=[CH:4][CH:3]=1, predict the reactants needed to synthesize it. The reactants are: [CH2:1]([S:8]([N:11]1[CH:15]=[CH:14][C:13]([NH2:16])=[CH:12]1)(=[O:10])=[O:9])[C:2]1[CH:7]=[CH:6][CH:5]=[CH:4][CH:3]=1.C(N(CC)CC)C.[O:24]1[CH:28]=[CH:27][CH:26]=[C:25]1[C:29](Cl)=[O:30]. (5) Given the product [F:14][C:9]1[CH:10]=[CH:11][CH:12]=[CH:13][C:8]=1[C:6]1[CH:7]=[C:2]([O:19][CH2:18][C:17]#[C:16][CH2:15][OH:20])[N:3]=[CH:4][N:5]=1, predict the reactants needed to synthesize it. The reactants are: Cl[C:2]1[CH:7]=[C:6]([C:8]2[CH:13]=[CH:12][CH:11]=[CH:10][C:9]=2[F:14])[N:5]=[CH:4][N:3]=1.[CH2:15]([OH:20])[C:16]#[C:17][CH2:18][OH:19].[H-].[Na+].O. (6) Given the product [CH2:1]([CH:3]([N:6]1[C:10]2[CH:11]=[CH:12][C:13]([C:15]([Cl:32])=[O:16])=[CH:14][C:9]=2[N:8]=[C:7]1[CH2:18][C:19]1[S:20][CH:21]=[CH:22][CH:23]=1)[CH2:4][CH3:5])[CH3:2], predict the reactants needed to synthesize it. The reactants are: [CH2:1]([CH:3]([N:6]1[C:10]2[CH:11]=[CH:12][C:13]([C:15](O)=[O:16])=[CH:14][C:9]=2[N:8]=[C:7]1[CH2:18][C:19]1[S:20][CH:21]=[CH:22][CH:23]=1)[CH2:4][CH3:5])[CH3:2].CN(C=O)C.C(Cl)(=O)C([Cl:32])=O.